From a dataset of Forward reaction prediction with 1.9M reactions from USPTO patents (1976-2016). Predict the product of the given reaction. (1) Given the reactants Cl.[Br:2][C:3]1[CH:8]=[CH:7][C:6]([NH:9]N)=[CH:5][CH:4]=1.[CH:11](=O)[CH2:12][CH2:13][CH3:14], predict the reaction product. The product is: [Br:2][C:3]1[CH:8]=[C:7]2[C:6](=[CH:5][CH:4]=1)[NH:9][CH:11]=[C:12]2[CH2:13][CH3:14]. (2) Given the reactants [NH:1]1[C:5]2[CH:6]=[CH:7][CH:8]=[CH:9][C:4]=2[N:3]=[C:2]1/[C:10](=[N:12]/[C:13]1[C:18]([C:19]2[CH:24]=[CH:23][CH:22]=[CH:21][CH:20]=2)=[CH:17][CH:16]=[CH:15][C:14]=1[C:25]1[CH:30]=[CH:29][CH:28]=[CH:27][CH:26]=1)/[CH3:11].C([O-])([O-])=O.[K+].[K+].[CH2:37](Br)[C:38]1[CH:43]=[CH:42][CH:41]=[CH:40][CH:39]=1.O, predict the reaction product. The product is: [CH2:37]([N:1]1[C:5]2[CH:6]=[CH:7][CH:8]=[CH:9][C:4]=2[N:3]=[C:2]1/[C:10](=[N:12]/[C:13]1[C:14]([C:25]2[CH:30]=[CH:29][CH:28]=[CH:27][CH:26]=2)=[CH:15][CH:16]=[CH:17][C:18]=1[C:19]1[CH:20]=[CH:21][CH:22]=[CH:23][CH:24]=1)/[CH3:11])[C:38]1[CH:43]=[CH:42][CH:41]=[CH:40][CH:39]=1. (3) The product is: [CH2:1]([O:3][C:4]([C@@H:6]1[C@@H:10]([C:11](=[O:13])[NH:35][C:34]2[CH:36]=[CH:37][C:31]([Cl:30])=[CH:32][CH:33]=2)[CH2:9][N:8]([C:14]([O:16][C:17]([CH3:20])([CH3:19])[CH3:18])=[O:15])[CH2:7]1)=[O:5])[CH3:2]. Given the reactants [CH2:1]([O:3][C:4]([C@@H:6]1[C@@H:10]([C:11]([OH:13])=O)[CH2:9][N:8]([C:14]([O:16][C:17]([CH3:20])([CH3:19])[CH3:18])=[O:15])[CH2:7]1)=[O:5])[CH3:2].C(N(CC)C(C)C)(C)C.[Cl:30][C:31]1[CH:37]=[CH:36][C:34]([NH2:35])=[CH:33][CH:32]=1, predict the reaction product. (4) Given the reactants C(OC([N:8]1[CH2:13][CH:12]=[C:11]([C:14]2[CH:19]=[CH:18][N:17]3[C:20]([C:23]4[CH:28]=[CH:27][N:26]=[C:25]([C:29]5[CH:34]=[CH:33][CH:32]=[CH:31][CH:30]=5)[CH:24]=4)=[CH:21][N:22]=[C:16]3[CH:15]=2)[CH2:10][CH2:9]1)=O)(C)(C)C.Cl, predict the reaction product. The product is: [C:29]1([C:25]2[CH:24]=[C:23]([C:20]3[N:17]4[CH:18]=[CH:19][C:14]([C:11]5[CH2:12][CH2:13][NH:8][CH2:9][CH:10]=5)=[CH:15][C:16]4=[N:22][CH:21]=3)[CH:28]=[CH:27][N:26]=2)[CH:34]=[CH:33][CH:32]=[CH:31][CH:30]=1.